This data is from Full USPTO retrosynthesis dataset with 1.9M reactions from patents (1976-2016). The task is: Predict the reactants needed to synthesize the given product. (1) Given the product [CH2:22]([O:24][CH2:25][C:26]1[N:12]([CH2:13][C:14]([CH3:20])([CH3:21])[C:15]([O:17][CH2:18][CH3:19])=[O:16])[C:11]2[C:10]3[CH:9]=[CH:8][CH:7]=[CH:6][C:5]=3[N:4]=[CH:3][C:2]=2[N:1]=1)[CH3:23], predict the reactants needed to synthesize it. The reactants are: [NH2:1][C:2]1[CH:3]=[N:4][C:5]2[C:10]([C:11]=1[NH:12][CH2:13][C:14]([CH3:21])([CH3:20])[C:15]([O:17][CH2:18][CH3:19])=[O:16])=[CH:9][CH:8]=[CH:7][CH:6]=2.[CH2:22]([O:24][CH2:25][C:26](Cl)=O)[CH3:23].C(N(CC)CC)C. (2) Given the product [CH3:1][O:2][C:3](=[O:20])[C:4]1[CH:9]=[C:8]([NH2:10])[C:7]([NH:13][CH3:14])=[CH:6][C:5]=1[N:15]([CH2:16][CH3:17])[CH2:18][CH3:19], predict the reactants needed to synthesize it. The reactants are: [CH3:1][O:2][C:3](=[O:20])[C:4]1[CH:9]=[C:8]([N+:10]([O-])=O)[C:7]([NH:13][CH3:14])=[CH:6][C:5]=1[N:15]([CH2:18][CH3:19])[CH2:16][CH3:17]. (3) Given the product [C:6]([Si:10]([C:36]1[CH:37]=[CH:38][CH:39]=[CH:40][CH:41]=1)([C:30]1[CH:31]=[CH:32][CH:33]=[CH:34][CH:35]=1)[O:11][CH2:12][CH2:13][CH2:14][C@H:15]([C:24](=[O:29])[C:4]#[C:3][CH:2]1[CH2:1][CH:13]([CH2:14][CH:15]([CH3:24])[CH3:16])[CH2:12]1)[CH2:16][C:17]([O:19][C:20]([CH3:21])([CH3:23])[CH3:22])=[O:18])([CH3:8])([CH3:7])[CH3:9], predict the reactants needed to synthesize it. The reactants are: [CH2:1]([Li])[CH2:2][CH2:3][CH3:4].[C:6]([Si:10]([C:36]1[CH:41]=[CH:40][CH:39]=[CH:38][CH:37]=1)([C:30]1[CH:35]=[CH:34][CH:33]=[CH:32][CH:31]=1)[O:11][CH2:12][CH2:13][CH2:14][C@H:15]([C:24](=[O:29])N(OC)C)[CH2:16][C:17]([O:19][C:20]([CH3:23])([CH3:22])[CH3:21])=[O:18])([CH3:9])([CH3:8])[CH3:7].[Cl-].[NH4+]. (4) Given the product [F:11][C:9]1[CH:10]=[C:2]2[C:3]([C:4](=[O:5])[NH:15][CH:13]=[N:1]2)=[CH:7][CH:8]=1, predict the reactants needed to synthesize it. The reactants are: [NH2:1][C:2]1[CH:10]=[C:9]([F:11])[CH:8]=[CH:7][C:3]=1[C:4](O)=[O:5].O.[CH:13]([NH2:15])=O. (5) Given the product [OH:25][CH:4]([C:3]1[C:16]2[C:15](=[C:14]3[CH2:13][CH2:12][CH2:11][N:10]4[CH2:17][CH2:18][CH2:19][C:8]([CH:7]=2)=[C:9]34)[O:37][C:34](=[O:35])[CH:1]=1)[CH2:5][OH:20], predict the reactants needed to synthesize it. The reactants are: [CH:1]([C:3]1[C:16]2[C:7](=[C:8]3[CH2:19][CH2:18][CH2:17][N:10]4[CH2:11][CH2:12][CH2:13][C:14]([CH:15]=2)=[C:9]34)O[C:5](=[O:20])[CH:4]=1)=C.C[N+]1([O-])CC[O:25]CC1.OS([O-])=O.[Na+].[C:34]([O-:37])(O)=[O:35].[Na+]. (6) The reactants are: [C:1]([O:5][C:6]([CH:8]1[CH2:12][CH2:11][CH2:10][N:9]1[C:13](=[O:27])[CH:14]([NH:16][C:17]([O:19]CC1C=CC=CC=1)=O)[CH3:15])=[O:7])([CH3:4])([CH3:3])[CH3:2].[NH2:28][C:29]1[CH:37]=[CH:36][C:32](C(O)=O)=[CH:31][C:30]=1[Cl:38].CCN(C(C)C)C(C)C.C1C=CC2N(O)N=NC=2C=1.C(Cl)CCl. Given the product [C:1]([O:5][C:6]([CH:8]1[CH2:12][CH2:11][CH2:10][N:9]1[C:13](=[O:27])[CH:14]([NH:16][C:17](=[O:19])[C:32]1[CH:36]=[CH:37][C:29]([NH2:28])=[C:30]([Cl:38])[CH:31]=1)[CH3:15])=[O:7])([CH3:2])([CH3:3])[CH3:4], predict the reactants needed to synthesize it. (7) The reactants are: Cl[C:2]1[C:7]([C:8]([F:11])([F:10])[F:9])=[CH:6][N:5]=[C:4]([S:12][CH3:13])[N:3]=1.[I-:14].[Na+].I. Given the product [I:14][C:2]1[C:7]([C:8]([F:11])([F:10])[F:9])=[CH:6][N:5]=[C:4]([S:12][CH3:13])[N:3]=1, predict the reactants needed to synthesize it. (8) Given the product [CH3:27][O:26][C:18]1[CH:17]=[CH:16][CH:15]=[C:23]2[C:19]=1[C:20]([NH2:25])=[N:21][N:22]2[CH3:24], predict the reactants needed to synthesize it. The reactants are: BrC1C=CC(Cl)=C2C=1N(C)N=C2N.Br[C:15]1[CH:16]=[CH:17][C:18]([O:26][CH3:27])=[C:19]2[C:23]=1[N:22]([CH3:24])[N:21]=[C:20]2[NH2:25]. (9) Given the product [NH2:1][C:2]1[C:3]([N+:13]([O-:15])=[O:14])=[C:4]([CH:8]=[C:9]([O:18][CH2:17][CH3:16])[C:10]=1[F:11])[C:5]([OH:7])=[O:6], predict the reactants needed to synthesize it. The reactants are: [NH2:1][C:2]1[C:3]([N+:13]([O-:15])=[O:14])=[C:4]([CH:8]=[C:9](F)[C:10]=1[F:11])[C:5]([OH:7])=[O:6].[CH3:16][CH2:17][O-:18].[Na+].